Dataset: Full USPTO retrosynthesis dataset with 1.9M reactions from patents (1976-2016). Task: Predict the reactants needed to synthesize the given product. (1) The reactants are: [C:16]([O:15][C:13](=[O:14])[C@@H:12]([NH:20][S:21]([C:24]1[CH:25]=[CH:26][C:27]([Br:30])=[CH:28][CH:29]=1)(=[O:22])=[O:23])[CH2:11][S:10][S:10][CH2:11][C@H:12]([NH:20][S:21]([C:24]1[CH:29]=[CH:28][C:27]([Br:30])=[CH:26][CH:25]=1)(=[O:23])=[O:22])[C:13]([O:15][C:16]([CH3:19])([CH3:18])[CH3:17])=[O:14])([CH3:19])([CH3:17])[CH3:18].SC[C@@H]([C@@H](CS)O)O. Given the product [C:16]([O:15][C:13](=[O:14])[C@H:12]([CH2:11][SH:10])[NH:20][S:21]([C:24]1[CH:25]=[CH:26][C:27]([Br:30])=[CH:28][CH:29]=1)(=[O:22])=[O:23])([CH3:19])([CH3:17])[CH3:18], predict the reactants needed to synthesize it. (2) Given the product [CH2:22]([N:19]1[CH2:20][CH2:21][CH:16]([NH:15][C:2]2[C:11]3[C:6](=[CH:7][CH:8]=[C:9]([O:12][CH3:13])[CH:10]=3)[C:5]([CH3:14])=[N:4][N:3]=2)[CH2:17][CH2:18]1)[C:23]1[CH:24]=[CH:25][CH:26]=[CH:27][CH:28]=1, predict the reactants needed to synthesize it. The reactants are: Cl[C:2]1[C:11]2[C:6](=[CH:7][CH:8]=[C:9]([O:12][CH3:13])[CH:10]=2)[C:5]([CH3:14])=[N:4][N:3]=1.[NH2:15][CH:16]1[CH2:21][CH2:20][N:19]([CH2:22][C:23]2[CH:28]=[CH:27][CH:26]=[CH:25][CH:24]=2)[CH2:18][CH2:17]1. (3) The reactants are: [CH:1]1([C@@H:7]([C:11]2[C:12]([NH2:28])=[N:13][C:14]3[C:19]([CH:20]=2)=[CH:18][C:17]([O:21][C:22]2[CH:27]=[CH:26][CH:25]=[CH:24][CH:23]=2)=[CH:16][CH:15]=3)[CH2:8][CH:9]=[CH2:10])[CH2:6][CH2:5][CH2:4][CH2:3][CH2:2]1.B1C2CCCC1CCC2.[OH-:38].[Na+].OO. Given the product [NH2:28][C:12]1[C:11]([C@H:7]([CH:1]2[CH2:6][CH2:5][CH2:4][CH2:3][CH2:2]2)[CH2:8][CH2:9][CH2:10][OH:38])=[CH:20][C:19]2[C:14](=[CH:15][CH:16]=[C:17]([O:21][C:22]3[CH:27]=[CH:26][CH:25]=[CH:24][CH:23]=3)[CH:18]=2)[N:13]=1, predict the reactants needed to synthesize it. (4) Given the product [CH:1]1([N:6]2[CH2:12][C:11]([F:14])([F:13])[C:10](=[O:15])[N:9]([CH2:16][CH2:17][CH3:18])[C:8]3[CH:19]=[N:20][C:21]([NH:23][C:24]4[CH:32]=[CH:31][C:27]([C:28]([NH:43][CH3:42])=[O:30])=[CH:26][C:25]=4[O:33][CH3:34])=[N:22][C:7]2=3)[CH2:2][CH2:3][CH2:4][CH2:5]1, predict the reactants needed to synthesize it. The reactants are: [CH:1]1([N:6]2[CH2:12][C:11]([F:14])([F:13])[C:10](=[O:15])[N:9]([CH2:16][CH2:17][CH3:18])[C:8]3[CH:19]=[N:20][C:21]([NH:23][C:24]4[CH:32]=[CH:31][C:27]([C:28]([OH:30])=O)=[CH:26][C:25]=4[O:33][CH3:34])=[N:22][C:7]2=3)[CH2:5][CH2:4][CH2:3][CH2:2]1.F[P-](F)(F)(F)(F)F.[CH3:42][N:43](C(N(C)C)=[N+]1C2C(=NC=CC=2)[N+]([O-])=N1)C.C(N(C(C)C)CC)(C)C.CN. (5) The reactants are: [Cl:1][C:2]1[CH:7]=[CH:6][C:5]([C:8]2[C:9]3[C:22]([O:23][CH3:24])=[N:21][CH:20]=[CH:19][C:10]=3[C:11]3[C:17]([CH3:18])=[N:16][O:15][C:12]=3[CH2:13][N:14]=2)=[CH:4][CH:3]=1.[C:25]1(O)[CH:30]=[CH:29]C=[CH:27][CH:26]=1. Given the product [Cl:1][C:2]1[CH:7]=[CH:6][C:5]([C:8]2[C:9]3[C:22]([O:23][C:24]4[CH:29]=[CH:30][CH:25]=[CH:26][CH:27]=4)=[N:21][CH:20]=[CH:19][C:10]=3[C:11]3[C:17]([CH3:18])=[N:16][O:15][C:12]=3[CH2:13][N:14]=2)=[CH:4][CH:3]=1, predict the reactants needed to synthesize it.